From a dataset of Forward reaction prediction with 1.9M reactions from USPTO patents (1976-2016). Predict the product of the given reaction. (1) The product is: [O:9]=[C:7]1[C@@H:6]([N:10]2[C:18](=[O:19])[C:17]3[C:12](=[CH:13][CH:14]=[CH:15][C:16]=3[CH2:20][NH:21][C:22]([CH:24]3[CH2:26][CH2:25]3)=[O:23])[C:11]2=[O:27])[CH2:5][CH2:4][C:1](=[O:3])[NH:2]1. Given the reactants [C:1]([CH2:4][CH2:5][C@H:6]([N:10]1[C:18](=[O:19])[C:17]2[C:12](=[CH:13][CH:14]=[CH:15][C:16]=2[CH2:20][NH:21][C:22]([CH:24]2[CH2:26][CH2:25]2)=[O:23])[C:11]1=[O:27])[C:7]([OH:9])=O)(=[O:3])[NH2:2].S(Cl)(Cl)=O.N1C=CC=CC=1.C(N(CC)CC)C, predict the reaction product. (2) Given the reactants [F:1][C:2]1[CH:7]=[CH:6][C:5]([NH:8][CH2:9][C:10](OC)=[O:11])=[C:4]([N+:14]([O-])=O)[CH:3]=1.S(S([O-])=O)([O-])=O.[Na+].[Na+], predict the reaction product. The product is: [F:1][C:2]1[CH:3]=[C:4]2[C:5]([NH:8][CH2:9][C:10](=[O:11])[NH:14]2)=[CH:6][CH:7]=1.